Predict the product of the given reaction. From a dataset of Forward reaction prediction with 1.9M reactions from USPTO patents (1976-2016). (1) Given the reactants [CH3:1][N:2]([CH3:8])[N:3]1[CH:7]=[CH:6][CH:5]=[CH:4]1.C1COCC1.[Li]CCCC.Br[C:20]1[S:24][C:23]([C:25]2[N:29]3[N:30]=[C:31]([CH3:39])[CH:32]=[C:33]([CH:34]([CH2:37][CH3:38])[CH2:35][CH3:36])[C:28]3=[N:27][C:26]=2[CH3:40])=[C:22]([CH3:41])[CH:21]=1, predict the reaction product. The product is: [CH2:35]([CH:34]([C:33]1[C:28]2[N:29]([C:25]([C:23]3[S:24][C:20]([C:4]4[N:3]([N:2]([CH3:8])[CH3:1])[CH:7]=[CH:6][CH:5]=4)=[CH:21][C:22]=3[CH3:41])=[C:26]([CH3:40])[N:27]=2)[N:30]=[C:31]([CH3:39])[CH:32]=1)[CH2:37][CH3:38])[CH3:36]. (2) Given the reactants [C:1]([O:5][C:6](=[O:21])[NH:7][C:8]1[C:9]([CH3:20])=[N:10][O:11][C:12]=1[C:13]1[CH:18]=[CH:17][C:16](Br)=[CH:15][CH:14]=1)([CH3:4])([CH3:3])[CH3:2].[CH2:22]([O:24][C:25]([C:27]1([C:31]2[CH:36]=[CH:35][C:34](B3OC(C)(C)C(C)(C)O3)=[CH:33][CH:32]=2)[CH2:30][CH2:29][CH2:28]1)=[O:26])[CH3:23], predict the reaction product. The product is: [CH2:22]([O:24][C:25]([C:27]1([C:31]2[CH:36]=[CH:35][C:34]([C:16]3[CH:17]=[CH:18][C:13]([C:12]4[O:11][N:10]=[C:9]([CH3:20])[C:8]=4[NH:7][C:6]([O:5][C:1]([CH3:4])([CH3:3])[CH3:2])=[O:21])=[CH:14][CH:15]=3)=[CH:33][CH:32]=2)[CH2:28][CH2:29][CH2:30]1)=[O:26])[CH3:23].